Task: Predict which catalyst facilitates the given reaction.. Dataset: Catalyst prediction with 721,799 reactions and 888 catalyst types from USPTO (1) Reactant: C([O-])(=O)C.[NH4+].[C:6]([C:9]1[N:14]=[CH:13][C:12]([NH:15][C:16]2[N:21]=[C:20]([CH2:22][CH2:23][C:24]3[CH:29]=[CH:28][CH:27]=[CH:26][C:25]=3[C:30]3([C:33]([NH2:35])=[O:34])[CH2:32][CH2:31]3)[C:19]([Cl:36])=[CH:18][N:17]=2)=[CH:11][CH:10]=1)(=O)[CH3:7].C([BH3-])#[N:38].[Na+].Cl. The catalyst class is: 200. Product: [NH2:38][CH:6]([C:9]1[N:14]=[CH:13][C:12]([NH:15][C:16]2[N:21]=[C:20]([CH2:22][CH2:23][C:24]3[CH:29]=[CH:28][CH:27]=[CH:26][C:25]=3[C:30]3([C:33]([NH2:35])=[O:34])[CH2:31][CH2:32]3)[C:19]([Cl:36])=[CH:18][N:17]=2)=[CH:11][CH:10]=1)[CH3:7]. (2) Reactant: C([O:5][C:6]([N:8]1[CH2:13][CH2:12][N:11]([C:14]2[C:23]3[C:18](=[CH:19][C:20]([Cl:24])=[CH:21][CH:22]=3)[N:17]=[C:16]([NH:25][CH2:26][CH2:27][CH3:28])[CH:15]=2)[CH2:10][CH2:9]1)=O)(C)(C)C.[C:29](O)([C:31]([F:34])(F)F)=O. Product: [Cl:24][C:20]1[CH:19]=[C:18]2[C:23]([C:14]([N:11]3[CH2:12][CH2:13][N:8]([C:6]([NH:11][C:14]4[CH:23]=[CH:29][C:31]([F:34])=[CH:16][CH:15]=4)=[O:5])[CH2:9][CH2:10]3)=[CH:15][C:16]([NH:25][CH2:26][CH2:27][CH3:28])=[N:17]2)=[CH:22][CH:21]=1. The catalyst class is: 2. (3) Product: [CH2:11]([C:9]1[CH:10]=[C:6]2[N:5]=[C:4]([NH:14][C:15](=[O:26])[C:16]3[CH:17]=[CH:18][C:19]([C:22]([OH:25])([CH3:23])[CH3:24])=[CH:20][CH:21]=3)[CH:3]=[C:2]([N:27]3[CH2:32][CH2:31][O:30][CH2:29][CH2:28]3)[N:7]2[N:8]=1)[CH3:13]. The catalyst class is: 37. Reactant: Cl[C:2]1[N:7]2[N:8]=[C:9]([CH:11]3[CH2:13]C3)[CH:10]=[C:6]2[N:5]=[C:4]([NH:14][C:15](=[O:26])[C:16]2[CH:21]=[CH:20][C:19]([C:22]([OH:25])([CH3:24])[CH3:23])=[CH:18][CH:17]=2)[CH:3]=1.[NH:27]1[CH2:32][CH2:31][O:30][CH2:29][CH2:28]1. (4) Product: [Si:24]([O:16][CH2:15][C:12]1([C:5]2[CH:6]=[CH:7][CH:8]=[C:9]3[C:4]=2[N:3]=[C:2]([CH3:1])[CH:11]=[CH:10]3)[CH2:14][CH2:13]1)([C:27]([CH3:30])([CH3:29])[CH3:28])([CH3:26])[CH3:25]. Reactant: [CH3:1][C:2]1[CH:11]=[CH:10][C:9]2[C:4](=[C:5]([C:12]3([CH2:15][OH:16])[CH2:14][CH2:13]3)[CH:6]=[CH:7][CH:8]=2)[N:3]=1.C(N(CC)CC)C.[Si:24](OS(C(F)(F)F)(=O)=O)([C:27]([CH3:30])([CH3:29])[CH3:28])([CH3:26])[CH3:25].C(=O)(O)[O-].[Na+]. The catalyst class is: 2. (5) Product: [CH:1]1([C:5]([F:17])([F:18])[C:6]2[CH:16]=[CH:15][C:9]([CH2:10][OH:11])=[CH:8][CH:7]=2)[CH2:2][CH2:3][CH2:4]1. The catalyst class is: 7. Reactant: [CH:1]1([C:5]([F:18])([F:17])[C:6]2[CH:16]=[CH:15][C:9]([C:10](OCC)=[O:11])=[CH:8][CH:7]=2)[CH2:4][CH2:3][CH2:2]1.CO.[BH4-].[Li+].O. (6) Reactant: FC(F)(F)S(O[C@H:7]([CH3:12])[C:8]([O:10][CH3:11])=[O:9])(=O)=O.[NH2:15][C:16](C)([CH3:19])[CH2:17]O.C([O-])(O)=O.[Na+].CCOC(C)=O. Product: [CH3:12][C@H:7]1[C:8](=[O:9])[O:10][CH2:11][C:16]([CH3:19])([CH3:17])[NH:15]1. The catalyst class is: 2. (7) Reactant: [CH3:1][C:2]([N:12]1[CH2:16][CH2:15][CH2:14][CH2:13]1)([CH3:11])[CH:3]([NH2:10])[C:4]1[CH:9]=[CH:8][CH:7]=[CH:6][CH:5]=1.C(N(CC)CC)C.[Cl:24][C:25]1[CH:33]=[C:32]([Cl:34])[CH:31]=[C:30]([O:35][CH3:36])[C:26]=1[C:27](Cl)=[O:28].C(=O)([O-])O.[Na+]. Product: [Cl:24][C:25]1[CH:33]=[C:32]([Cl:34])[CH:31]=[C:30]([O:35][CH3:36])[C:26]=1[C:27]([NH:10][CH:3]([C:4]1[CH:9]=[CH:8][CH:7]=[CH:6][CH:5]=1)[C:2]([CH3:1])([N:12]1[CH2:13][CH2:14][CH2:15][CH2:16]1)[CH3:11])=[O:28]. The catalyst class is: 2. (8) The catalyst class is: 7. Reactant: O[CH2:2][C@H:3]([NH:5][C:6]([C:8]1[NH:9][C:10]([C:13]2[CH:18]=[C:17]([O:19][Si:20]([CH:27]([CH3:29])[CH3:28])([CH:24]([CH3:26])[CH3:25])[CH:21]([CH3:23])[CH3:22])[CH:16]=[C:15]([O:30][C@@H:31]([CH3:35])[CH2:32][O:33][CH3:34])[CH:14]=2)=[CH:11][CH:12]=1)=[O:7])[CH3:4].CS(O)(=O)=O.C(N(CC)CC)C.[Cl-].[NH4+]. Product: [CH3:34][O:33][CH2:32][C@@H:31]([O:30][C:15]1[CH:14]=[C:13]([C:10]2[NH:9][C:8]([C:6]3[O:7][CH2:4][C@@H:3]([CH3:2])[N:5]=3)=[CH:12][CH:11]=2)[CH:18]=[C:17]([O:19][Si:20]([CH:24]([CH3:25])[CH3:26])([CH:21]([CH3:22])[CH3:23])[CH:27]([CH3:29])[CH3:28])[CH:16]=1)[CH3:35]. (9) Reactant: [C:1]([C:3]1[C:4]([N:12]=[CH:13][N:14]([CH3:16])[CH3:15])=[N:5][C:6]([CH:9]([CH3:11])[CH3:10])=[CH:7][CH:8]=1)#[N:2].[F:17][B-](F)(F)F.F[B-](F)(F)F.ClC[N+]12CC[N+](F)(CC1)CC2. Product: [C:1]([C:3]1[C:4]([N:12]=[CH:13][N:14]([CH3:16])[CH3:15])=[N:5][C:6]([CH:9]([CH3:11])[CH3:10])=[C:7]([F:17])[CH:8]=1)#[N:2]. The catalyst class is: 23.